From a dataset of NCI-60 drug combinations with 297,098 pairs across 59 cell lines. Regression. Given two drug SMILES strings and cell line genomic features, predict the synergy score measuring deviation from expected non-interaction effect. (1) Drug 1: CC1C(C(CC(O1)OC2CC(OC(C2O)C)OC3=CC4=CC5=C(C(=O)C(C(C5)C(C(=O)C(C(C)O)O)OC)OC6CC(C(C(O6)C)O)OC7CC(C(C(O7)C)O)OC8CC(C(C(O8)C)O)(C)O)C(=C4C(=C3C)O)O)O)O. Drug 2: CC1CCCC2(C(O2)CC(NC(=O)CC(C(C(=O)C(C1O)C)(C)C)O)C(=CC3=CSC(=N3)C)C)C. Cell line: ACHN. Synergy scores: CSS=55.9, Synergy_ZIP=-1.11, Synergy_Bliss=-1.76, Synergy_Loewe=-0.234, Synergy_HSA=0.814. (2) Drug 1: C1CCC(CC1)NC(=O)N(CCCl)N=O. Drug 2: COCCOC1=C(C=C2C(=C1)C(=NC=N2)NC3=CC=CC(=C3)C#C)OCCOC.Cl. Cell line: MDA-MB-435. Synergy scores: CSS=3.27, Synergy_ZIP=0.849, Synergy_Bliss=3.61, Synergy_Loewe=-1.82, Synergy_HSA=-1.37. (3) Drug 1: CC12CCC(CC1=CCC3C2CCC4(C3CC=C4C5=CN=CC=C5)C)O. Drug 2: CCC1(CC2CC(C3=C(CCN(C2)C1)C4=CC=CC=C4N3)(C5=C(C=C6C(=C5)C78CCN9C7C(C=CC9)(C(C(C8N6C)(C(=O)OC)O)OC(=O)C)CC)OC)C(=O)OC)O.OS(=O)(=O)O. Cell line: M14. Synergy scores: CSS=48.6, Synergy_ZIP=8.82, Synergy_Bliss=10.2, Synergy_Loewe=-23.3, Synergy_HSA=9.89. (4) Drug 1: CC(C)NC(=O)C1=CC=C(C=C1)CNNC.Cl. Drug 2: CC12CCC3C(C1CCC2OP(=O)(O)O)CCC4=C3C=CC(=C4)OC(=O)N(CCCl)CCCl.[Na+]. Cell line: HOP-92. Synergy scores: CSS=4.51, Synergy_ZIP=-2.34, Synergy_Bliss=-1.33, Synergy_Loewe=-3.40, Synergy_HSA=-3.40. (5) Drug 1: CN(CC1=CN=C2C(=N1)C(=NC(=N2)N)N)C3=CC=C(C=C3)C(=O)NC(CCC(=O)O)C(=O)O. Drug 2: COC1=NC(=NC2=C1N=CN2C3C(C(C(O3)CO)O)O)N. Cell line: HS 578T. Synergy scores: CSS=17.4, Synergy_ZIP=-5.30, Synergy_Bliss=-3.60, Synergy_Loewe=-28.7, Synergy_HSA=-4.80. (6) Drug 1: COCCOC1=C(C=C2C(=C1)C(=NC=N2)NC3=CC=CC(=C3)C#C)OCCOC.Cl. Drug 2: CC1C(C(CC(O1)OC2CC(CC3=C2C(=C4C(=C3O)C(=O)C5=CC=CC=C5C4=O)O)(C(=O)C)O)N)O. Cell line: 786-0. Synergy scores: CSS=53.8, Synergy_ZIP=-0.0624, Synergy_Bliss=0.0756, Synergy_Loewe=1.91, Synergy_HSA=2.97. (7) Drug 1: CS(=O)(=O)CCNCC1=CC=C(O1)C2=CC3=C(C=C2)N=CN=C3NC4=CC(=C(C=C4)OCC5=CC(=CC=C5)F)Cl. Drug 2: C#CCC(CC1=CN=C2C(=N1)C(=NC(=N2)N)N)C3=CC=C(C=C3)C(=O)NC(CCC(=O)O)C(=O)O. Cell line: SF-295. Synergy scores: CSS=39.5, Synergy_ZIP=3.71, Synergy_Bliss=2.32, Synergy_Loewe=-16.4, Synergy_HSA=1.78. (8) Drug 1: CC1=C(C=C(C=C1)NC2=NC=CC(=N2)N(C)C3=CC4=NN(C(=C4C=C3)C)C)S(=O)(=O)N.Cl. Drug 2: C1CC(C1)(C(=O)O)C(=O)O.[NH2-].[NH2-].[Pt+2]. Cell line: SK-MEL-2. Synergy scores: CSS=17.0, Synergy_ZIP=1.32, Synergy_Bliss=3.45, Synergy_Loewe=-1.21, Synergy_HSA=0.373.